This data is from Reaction yield outcomes from USPTO patents with 853,638 reactions. The task is: Predict the reaction yield, written as a fraction of the theoretical maximum amount of product (1.0 means a 100% yield; for example, 0.34 means a 34% yield). (1) The reactants are O[CH2:2][C:3]1[CH:12]=[N:11][C:10]2[N:9]3[CH2:13][CH2:14][CH2:15][C@H:8]3[C:7](=[O:16])[NH:6][C:5]=2[CH:4]=1.Cl.[CH:18]1([NH:21][C:22](=[O:36])[C:23]2[CH:28]=[CH:27][C:26]([N:29]3[CH2:34][CH2:33][NH:32][CH2:31][CH2:30]3)=[C:25]([F:35])[CH:24]=2)[CH2:20][CH2:19]1.[I-].C(C[P+](C)(C)C)#N.C(N(CC)C(C)C)(C)C. The catalyst is C(#N)CC. The product is [CH:18]1([NH:21][C:22](=[O:36])[C:23]2[CH:28]=[CH:27][C:26]([N:29]3[CH2:34][CH2:33][N:32]([CH2:2][C:3]4[CH:12]=[N:11][C:10]5[N:9]6[CH2:13][CH2:14][CH2:15][C@H:8]6[C:7](=[O:16])[NH:6][C:5]=5[CH:4]=4)[CH2:31][CH2:30]3)=[C:25]([F:35])[CH:24]=2)[CH2:19][CH2:20]1. The yield is 0.403. (2) The reactants are [CH3:1][CH2:2][O:3][C:4]([C:6]1[CH:11]=[CH:10][C:9](Cl)=[N:8][CH:7]=1)=[O:5].[F:13][C:14]([F:24])([F:23])[O:15][C:16]1[CH:21]=[CH:20][C:19]([OH:22])=[CH:18][CH:17]=1.C(=O)([O-])[O-].[K+].[K+].CN(C)C=O. The catalyst is O. The product is [CH2:2]([O:3][C:4](=[O:5])[C:6]1[CH:11]=[CH:10][C:9]([O:22][C:19]2[CH:20]=[CH:21][C:16]([O:15][C:14]([F:13])([F:23])[F:24])=[CH:17][CH:18]=2)=[N:8][CH:7]=1)[CH3:1]. The yield is 0.850.